Dataset: Full USPTO retrosynthesis dataset with 1.9M reactions from patents (1976-2016). Task: Predict the reactants needed to synthesize the given product. Given the product [C:26]([NH:25][C:21]1[CH:20]=[C:19]([C:16]2[CH2:17][CH2:18][N:13]([CH2:2][CH2:3][CH2:4][NH:5][C:6](=[O:12])[O:7][C:8]([CH3:11])([CH3:10])[CH3:9])[CH2:14][CH:15]=2)[CH:24]=[CH:23][CH:22]=1)(=[O:28])[CH3:27], predict the reactants needed to synthesize it. The reactants are: Br[CH2:2][CH2:3][CH2:4][NH:5][C:6](=[O:12])[O:7][C:8]([CH3:11])([CH3:10])[CH3:9].[NH:13]1[CH2:18][CH:17]=[C:16]([C:19]2[CH:20]=[C:21]([NH:25][C:26](=[O:28])[CH3:27])[CH:22]=[CH:23][CH:24]=2)[CH2:15][CH2:14]1.